Dataset: Forward reaction prediction with 1.9M reactions from USPTO patents (1976-2016). Task: Predict the product of the given reaction. (1) Given the reactants [NH:1]1[CH:5]=[CH:4][C:3]([O:6][CH2:7][C:8]2[C:13]([CH3:14])=[CH:12][CH:11]=[CH:10][C:9]=2[N:15]2[C:19](=[O:20])[N:18]([CH3:21])[N:17]=[N:16]2)=[N:2]1.[NH:22]1[C:30]2[C:25](=[CH:26][CH:27]=[CH:28][CH:29]=2)[CH:24]=[CH:23]1.II.C([O-])=O.[NH4+], predict the reaction product. The product is: [CH3:21][N:18]1[C:19](=[O:20])[N:15]([C:9]2[CH:10]=[CH:11][CH:12]=[C:13]([CH3:14])[C:8]=2[CH2:7][O:6][C:3]2[CH:4]=[CH:5][N:1]([C:23]3[NH:22][C:30]4[C:25]([CH:24]=3)=[CH:26][CH:27]=[CH:28][CH:29]=4)[N:2]=2)[N:16]=[N:17]1. (2) Given the reactants [CH3:1][C:2]1[CH:7]=[CH:6][C:5]([CH3:8])=[CH:4][C:3]=1[N:9]1[CH2:14][CH2:13][N:12]([C:15]([CH:17]2[N:21]([C:22]3[CH:27]=[CH:26][CH:25]=[CH:24][CH:23]=3)[C:20](=[O:28])[NH:19][CH2:18]2)=[O:16])[CH2:11][CH2:10]1.[H-].[Na+].[N:31]1[CH:36]=[CH:35][CH:34]=[CH:33][C:32]=1[S:37](Cl)(=[O:39])=[O:38], predict the reaction product. The product is: [CH3:1][C:2]1[CH:7]=[CH:6][C:5]([CH3:8])=[CH:4][C:3]=1[N:9]1[CH2:14][CH2:13][N:12]([C:15]([CH:17]2[CH2:18][N:19]([S:37]([C:32]3[CH:33]=[CH:34][CH:35]=[CH:36][N:31]=3)(=[O:39])=[O:38])[C:20](=[O:28])[N:21]2[C:22]2[CH:23]=[CH:24][CH:25]=[CH:26][CH:27]=2)=[O:16])[CH2:11][CH2:10]1. (3) Given the reactants O=[C:2]1[C:9]2[CH:8]=[C:7]([C:10]([O:12][CH3:13])=[O:11])[NH:6][C:5]=2[CH2:4][CH2:3]1.[CH3:14][C:15]1[CH:16]=[C:17]([CH:21]=[CH:22][C:23]=1[CH3:24])[CH2:18][Mg]Cl.COC1C=C(C=CC=1OC)/C=C1\CCC2NC(C(OC)=O)=CC\1=2, predict the reaction product. The product is: [CH3:14][C:15]1[CH:16]=[C:17]([CH:21]=[CH:22][C:23]=1[CH3:24])[CH2:18][CH:2]1[C:9]2[CH:8]=[C:7]([C:10]([O:12][CH3:13])=[O:11])[NH:6][C:5]=2[CH2:4][CH2:3]1. (4) Given the reactants C([O:4][CH2:5][C:6]1[CH:7]=[CH:8][C:9]2[N:10]=[C:11]([Cl:22])[N:12]=[C:13]([N:16]3[CH2:21][CH2:20][O:19][CH2:18][CH2:17]3)[C:14]=2[N:15]=1)(=O)C.[OH-].[Li+], predict the reaction product. The product is: [Cl:22][C:11]1[N:12]=[C:13]([N:16]2[CH2:17][CH2:18][O:19][CH2:20][CH2:21]2)[C:14]2[N:15]=[C:6]([CH2:5][OH:4])[CH:7]=[CH:8][C:9]=2[N:10]=1.